This data is from Peptide-MHC class I binding affinity with 185,985 pairs from IEDB/IMGT. The task is: Regression. Given a peptide amino acid sequence and an MHC pseudo amino acid sequence, predict their binding affinity value. This is MHC class I binding data. (1) The binding affinity (normalized) is 0.0847. The peptide sequence is GYIPIERVL. The MHC is HLA-A69:01 with pseudo-sequence HLA-A69:01. (2) The binding affinity (normalized) is 0.0847. The MHC is HLA-A02:03 with pseudo-sequence HLA-A02:03. The peptide sequence is KMDVTPLDY.